This data is from Forward reaction prediction with 1.9M reactions from USPTO patents (1976-2016). The task is: Predict the product of the given reaction. (1) Given the reactants C[O:2][C:3]1[CH:4]=[C:5]([C:9]2([C:12]([F:15])([F:14])[F:13])[N:11]=[N:10]2)[CH:6]=[CH:7][CH:8]=1.B(Br)(Br)Br.O, predict the reaction product. The product is: [F:15][C:12]([F:13])([F:14])[C:9]1([C:5]2[CH:4]=[C:3]([OH:2])[CH:8]=[CH:7][CH:6]=2)[N:10]=[N:11]1. (2) The product is: [Cl:1][C:2]1[C:3]([O:11][CH2:12][C:13]([F:15])([F:16])[F:14])=[N:4][CH:5]=[C:6]([CH:10]=1)[C:7]([O:9][CH3:22])=[O:8]. Given the reactants [Cl:1][C:2]1[C:3]([O:11][CH2:12][C:13]([F:16])([F:15])[F:14])=[N:4][CH:5]=[C:6]([CH:10]=1)[C:7]([OH:9])=[O:8].S(=O)(=O)(O)O.[CH3:22]O, predict the reaction product. (3) Given the reactants [C:1]1([C:33]2[CH:38]=[CH:37][CH:36]=[CH:35][CH:34]=2)[CH:6]=[CH:5][C:4]([C@@:7]2([S:31][CH3:32])[CH2:11][N:10]([C:12](=[O:26])[C@@H:13]([NH:18][C:19]([O:21][C:22]([CH3:25])([CH3:24])[CH3:23])=[O:20])[C:14]([CH3:17])([CH3:16])[CH3:15])[C@H:9]([C:27]([O:29]C)=[O:28])[CH2:8]2)=[CH:3][CH:2]=1.O.[OH-].[Li+], predict the reaction product. The product is: [C:1]1([C:33]2[CH:34]=[CH:35][CH:36]=[CH:37][CH:38]=2)[CH:6]=[CH:5][C:4]([C@@:7]2([S:31][CH3:32])[CH2:11][N:10]([C:12](=[O:26])[C@@H:13]([NH:18][C:19]([O:21][C:22]([CH3:25])([CH3:24])[CH3:23])=[O:20])[C:14]([CH3:15])([CH3:16])[CH3:17])[C@H:9]([C:27]([OH:29])=[O:28])[CH2:8]2)=[CH:3][CH:2]=1. (4) Given the reactants [Cl:1][C:2]1[CH:7]=[CH:6][CH:5]=[C:4]([O:8]COC)[C:3]=1[C:12](=[O:14])[CH3:13].Cl, predict the reaction product. The product is: [Cl:1][C:2]1[CH:7]=[CH:6][CH:5]=[C:4]([OH:8])[C:3]=1[C:12](=[O:14])[CH3:13]. (5) Given the reactants [C:1]1([C:7]2[O:8][C:9]([C:16]([NH:18][C:19]3[CH:20]=[N:21][C:22]([N:25]4[CH2:30][CH2:29][NH:28][CH2:27][CH2:26]4)=[CH:23][CH:24]=3)=[O:17])=[C:10]([C:12]([F:15])([F:14])[F:13])[N:11]=2)[CH:6]=[CH:5][CH:4]=[CH:3][CH:2]=1.Cl[C:32]1[C:37]([Cl:38])=[CH:36][CH:35]=[CH:34][N:33]=1.C1C=CC(P(C2C(C3C(P(C4C=CC=CC=4)C4C=CC=CC=4)=CC=C4C=3C=CC=C4)=C3C(C=CC=C3)=CC=2)C2C=CC=CC=2)=CC=1.CC(C)([O-])C.[Na+], predict the reaction product. The product is: [Cl:38][C:37]1[C:32]([N:28]2[CH2:29][CH2:30][N:25]([C:22]3[N:21]=[CH:20][C:19]([NH:18][C:16]([C:9]4[O:8][C:7]([C:1]5[CH:6]=[CH:5][CH:4]=[CH:3][CH:2]=5)=[N:11][C:10]=4[C:12]([F:13])([F:14])[F:15])=[O:17])=[CH:24][CH:23]=3)[CH2:26][CH2:27]2)=[N:33][CH:34]=[CH:35][CH:36]=1. (6) The product is: [Br:1][C:2]1[C:3](=[O:26])[N:4]([CH2:19]/[CH:20]=[CH:21]/[C:22]([OH:24])=[O:23])[C:5]([CH3:18])=[CH:6][C:7]=1[O:8][CH2:9][C:10]1[CH:15]=[CH:14][C:13]([F:16])=[CH:12][C:11]=1[F:17]. Given the reactants [Br:1][C:2]1[C:3](=[O:26])[N:4]([CH2:19]/[CH:20]=[CH:21]/[C:22]([O:24]C)=[O:23])[C:5]([CH3:18])=[CH:6][C:7]=1[O:8][CH2:9][C:10]1[CH:15]=[CH:14][C:13]([F:16])=[CH:12][C:11]=1[F:17].[OH-].[Na+], predict the reaction product. (7) Given the reactants [C:1]([O:5][C:6]([NH:8][C@@H:9]([C:13]([CH3:16])([CH3:15])[CH3:14])[C:10]([OH:12])=O)=[O:7])([CH3:4])([CH3:3])[CH3:2].C(Cl)CCl.N1C2C(=NC=CC=2)N(O)N=1.[CH3:31][O:32][CH2:33][C@H:34]([N:41]([CH2:54][C:55]1[CH:64]=[CH:63][C:58]([C:59]([O:61][CH3:62])=[O:60])=[CH:57][CH:56]=1)[C:42]([C@@H:44]1[CH2:53][C:52]2[C:47](=[CH:48][CH:49]=[CH:50][CH:51]=2)[CH2:46][NH:45]1)=[O:43])[C:35]1[CH:40]=[CH:39][CH:38]=[CH:37][CH:36]=1.CN1CCOCC1, predict the reaction product. The product is: [C:1]([O:5][C:6]([NH:8][C@@H:9]([C:13]([CH3:16])([CH3:15])[CH3:14])[C:10]([N:45]1[C@H:44]([C:42]([N:41]([CH2:54][C:55]2[CH:64]=[CH:63][C:58]([C:59]([O:61][CH3:62])=[O:60])=[CH:57][CH:56]=2)[C@H:34]([C:35]2[CH:40]=[CH:39][CH:38]=[CH:37][CH:36]=2)[CH2:33][O:32][CH3:31])=[O:43])[CH2:53][C:52]2[C:47](=[CH:48][CH:49]=[CH:50][CH:51]=2)[CH2:46]1)=[O:12])=[O:7])([CH3:2])([CH3:3])[CH3:4]. (8) Given the reactants C(OC(=O)[N:7]([C:16]1[S:17][C:18]([C:21]2[C:22](=[O:32])[O:23][C:24]3[C:29]([CH:30]=2)=[CH:28][CH:27]=[CH:26][C:25]=3[Cl:31])=[CH:19][N:20]=1)[C:8]1[CH:13]=[C:12]([CH3:14])[CH:11]=[C:10]([CH3:15])[CH:9]=1)(C)(C)C.Cl, predict the reaction product. The product is: [Cl:31][C:25]1[CH:26]=[CH:27][CH:28]=[C:29]2[C:24]=1[O:23][C:22](=[O:32])[C:21]([C:18]1[S:17][C:16]([NH:7][C:8]3[CH:13]=[C:12]([CH3:14])[CH:11]=[C:10]([CH3:15])[CH:9]=3)=[N:20][CH:19]=1)=[CH:30]2. (9) Given the reactants [CH3:1][C:2]1[CH:3]=[C:4]([OH:9])[CH:5]=[C:6]([CH3:8])[CH:7]=1.[H-].[Na+].Cl[C:13]1[CH:18]=[CH:17][C:16]([N+:19]([O-:21])=[O:20])=[CH:15][C:14]=1[S:22]([N:25]1[CH2:30][CH2:29][N:28]([C:31]([O:33][C:34]([CH3:37])([CH3:36])[CH3:35])=[O:32])[CH2:27][CH2:26]1)(=[O:24])=[O:23], predict the reaction product. The product is: [CH3:1][C:2]1[CH:3]=[C:4]([CH:5]=[C:6]([CH3:8])[CH:7]=1)[O:9][C:13]1[CH:18]=[CH:17][C:16]([N+:19]([O-:21])=[O:20])=[CH:15][C:14]=1[S:22]([N:25]1[CH2:30][CH2:29][N:28]([C:31]([O:33][C:34]([CH3:37])([CH3:36])[CH3:35])=[O:32])[CH2:27][CH2:26]1)(=[O:24])=[O:23]. (10) Given the reactants [CH2:1]([O:17][CH2:18][CH:19]([CH2:21][OH:22])[OH:20])[CH2:2][CH2:3][CH2:4][CH2:5][CH2:6][CH2:7][CH2:8][CH2:9][CH2:10][CH2:11][CH2:12][CH2:13][CH2:14][CH2:15][CH3:16].[C:23](O)(=O)[CH2:24][CH2:25][CH2:26][CH:27]=[CH2:28].[CH2:40]1[CH2:45][CH2:44][CH:43](N=C=N[CH:40]2[CH2:45][CH2:44][CH2:43][CH2:42][CH2:41]2)[CH2:42][CH2:41]1.P(=O)(O)(O)O.I([O-])(=O)(=O)=O.[Na+], predict the reaction product. The product is: [CH2:23]([C:44]([CH2:43][CH2:42][CH3:41])=[CH:45][CH2:40][CH:18]([O:17][CH:1]([CH2:2][CH:3]=[C:4]([CH2:5][CH2:6][CH2:7][CH2:8][CH2:9][CH2:10][CH2:11][CH2:12][CH2:13][CH2:14][CH2:15][CH2:16][CH2:1][CH2:2][CH2:3][CH3:4])[CH2:9][CH2:10][CH3:11])[CH:19]([CH2:18][OH:17])[OH:20])[CH:19]([CH2:21][OH:22])[OH:20])[CH2:24][CH2:25][CH2:26][CH2:27][CH2:28][CH2:28][CH2:27][CH2:26][CH2:25][CH2:24][CH2:23][CH2:8][CH2:7][CH2:6][CH3:5].